Dataset: Full USPTO retrosynthesis dataset with 1.9M reactions from patents (1976-2016). Task: Predict the reactants needed to synthesize the given product. (1) Given the product [OH:20][CH2:21][CH2:22][C:23]([CH2:24][CH2:19][OH:18])([C:8]1[CH:9]=[CH:10][CH:11]=[C:6]([N+:3]([O-:5])=[O:4])[CH:7]=1)[C:27]#[N:28], predict the reactants needed to synthesize it. The reactants are: [H-].[Na+].[N+:3]([C:6]1[CH:7]=[C:8](CC#N)[CH:9]=[CH:10][CH:11]=1)([O-:5])=[O:4].BrCC[O:18][CH:19]1[CH2:24][CH2:23][CH2:22][CH2:21][O:20]1.[Cl-].[NH4+].[CH3:27][N:28](C)C=O. (2) The reactants are: [NH2:1][C:2]1[CH:6]=[CH:5][N:4]([CH:7]2[CH2:10][N:9]([C:11]([O:13][C:14]([CH3:17])([CH3:16])[CH3:15])=[O:12])[CH2:8]2)[N:3]=1.Br[C:19]1[C:20](=[O:27])[N:21]([CH3:26])[N:22]=[C:23]([Cl:25])[CH:24]=1.C(=O)([O-])[O-].[Cs+].[Cs+].CC1(C)C2C(=C(P(C3C=CC=CC=3)C3C=CC=CC=3)C=CC=2)OC2C(P(C3C=CC=CC=3)C3C=CC=CC=3)=CC=CC1=2. Given the product [Cl:25][C:23]1[CH:24]=[C:19]([NH:1][C:2]2[CH:6]=[CH:5][N:4]([CH:7]3[CH2:8][N:9]([C:11]([O:13][C:14]([CH3:17])([CH3:16])[CH3:15])=[O:12])[CH2:10]3)[N:3]=2)[C:20](=[O:27])[N:21]([CH3:26])[N:22]=1, predict the reactants needed to synthesize it.